Dataset: HIV replication inhibition screening data with 41,000+ compounds from the AIDS Antiviral Screen. Task: Binary Classification. Given a drug SMILES string, predict its activity (active/inactive) in a high-throughput screening assay against a specified biological target. The compound is CN(C)CC1CCCc2ccccc2C1=O.Cl. The result is 0 (inactive).